Dataset: Catalyst prediction with 721,799 reactions and 888 catalyst types from USPTO. Task: Predict which catalyst facilitates the given reaction. (1) Reactant: C(S)C.[H-].[Na+].[CH2:6]([O:13][C:14]1[CH:19]=[C:18]([O:20]CC2C=CC=CC=2)[CH:17]=[C:16]([O:28][CH2:29][C:30]2[CH:35]=[CH:34][CH:33]=[CH:32][CH:31]=2)[CH:15]=1)[C:7]1[CH:12]=[CH:11][CH:10]=[CH:9][CH:8]=1.O. Product: [CH2:29]([O:28][C:16]1[CH:17]=[C:18]([OH:20])[CH:19]=[C:14]([O:13][CH2:6][C:7]2[CH:12]=[CH:11][CH:10]=[CH:9][CH:8]=2)[CH:15]=1)[C:30]1[CH:31]=[CH:32][CH:33]=[CH:34][CH:35]=1. The catalyst class is: 3. (2) Reactant: F[C:2]1[C:3]([CH3:22])=[N:4][C:5]2[C:10]([N:11]=1)=[C:9]([C:12]1[NH:20][C:19]3[CH2:18][CH2:17][NH:16][C:15](=[O:21])[C:14]=3[CH:13]=1)[CH:8]=[CH:7][CH:6]=2.[NH3:23].O. Product: [NH2:23][C:2]1[C:3]([CH3:22])=[N:4][C:5]2[C:10]([N:11]=1)=[C:9]([C:12]1[NH:20][C:19]3[CH2:18][CH2:17][NH:16][C:15](=[O:21])[C:14]=3[CH:13]=1)[CH:8]=[CH:7][CH:6]=2. The catalyst class is: 16. (3) Reactant: Cl[C:2]1[N:3]=[C:4]([CH2:13][CH2:14][CH2:15][NH2:16])[C:5]2[S:10](=[O:12])(=[O:11])[CH2:9][CH2:8][C:6]=2[N:7]=1.[Cl:17][C:18]1[CH:23]=[CH:22][C:21]([N:24]2[CH2:29][CH2:28][NH:27][CH2:26][CH2:25]2)=[CH:20][CH:19]=1. Product: [Cl:17][C:18]1[CH:19]=[CH:20][C:21]([N:24]2[CH2:29][CH2:28][N:27]([C:2]3[N:3]=[C:4]([CH2:13][CH2:14][CH2:15][NH2:16])[C:5]4[S:10](=[O:12])(=[O:11])[CH2:9][CH2:8][C:6]=4[N:7]=3)[CH2:26][CH2:25]2)=[CH:22][CH:23]=1. The catalyst class is: 12. (4) Reactant: [OH:1][C:2]1[C:3]([CH3:12])=[N:4][C:5]2[C:10]([CH:11]=1)=[CH:9][CH:8]=[CH:7][CH:6]=2.[OH2:13]. Product: [OH:1][C:2]1[C:3]([CH:12]=[O:13])=[N:4][C:5]2[C:10]([CH:11]=1)=[CH:9][CH:8]=[CH:7][CH:6]=2. The catalyst class is: 113.